This data is from Forward reaction prediction with 1.9M reactions from USPTO patents (1976-2016). The task is: Predict the product of the given reaction. Given the reactants [NH2:1][C:2]1[C:3](=[O:21])[N:4]([CH2:13][C:14]2[CH:19]=[CH:18][C:17]([Cl:20])=[CH:16][CH:15]=2)[C:5](=[O:12])[N:6]([CH2:9][CH2:10][CH3:11])[C:7]=1[NH2:8].[CH2:22](OC(OCC)OCC)C, predict the reaction product. The product is: [Cl:20][C:17]1[CH:18]=[CH:19][C:14]([CH2:13][N:4]2[C:3](=[O:21])[C:2]3[NH:1][CH:22]=[N:8][C:7]=3[N:6]([CH2:9][CH2:10][CH3:11])[C:5]2=[O:12])=[CH:15][CH:16]=1.